The task is: Predict the product of the given reaction.. This data is from Forward reaction prediction with 1.9M reactions from USPTO patents (1976-2016). (1) Given the reactants C(O[C:4]([C:6]1[CH:7]=[C:8]2[C:12](=[CH:13][CH:14]=1)[NH:11][N:10]=[C:9]2[C:15]1[CH:24]=[CH:23][C:22]2[C:17](=[CH:18][CH:19]=[C:20]([O:25][CH2:26][CH2:27][N:28]3[CH2:32][CH2:31][CH2:30][C:29]3=[O:33])[CH:21]=2)[CH:16]=1)=[NH:5])C.[N:34]1([CH2:39][C:40]([NH:42][NH2:43])=O)[CH2:38][CH2:37][CH2:36][CH2:35]1, predict the reaction product. The product is: [N:34]1([CH2:39][C:40]2[NH:42][N:43]=[C:4]([C:6]3[CH:7]=[C:8]4[C:12](=[CH:13][CH:14]=3)[NH:11][N:10]=[C:9]4[C:15]3[CH:16]=[C:17]4[C:22](=[CH:23][CH:24]=3)[CH:21]=[C:20]([O:25][CH2:26][CH2:27][N:28]3[CH2:32][CH2:31][CH2:30][C:29]3=[O:33])[CH:19]=[CH:18]4)[N:5]=2)[CH2:38][CH2:37][CH2:36][CH2:35]1. (2) Given the reactants Br[C:2]1[CH:7]=[CH:6][C:5]([O:8][CH3:9])=[CH:4][N:3]=1.C(N(CC)CC)C.CN(C)C=O.C1(P(C2C=CC=CC=2)CCCP(C2C=CC=CC=2)C2C=CC=CC=2)C=CC=CC=1.[C:51]([O:54][CH2:55]C)(=[O:53])C, predict the reaction product. The product is: [CH3:9][O:8][C:5]1[CH:6]=[CH:7][C:2]([C:51]([O:54][CH3:55])=[O:53])=[N:3][CH:4]=1. (3) Given the reactants Br[C:2]1[CH:7]=[CH:6][CH:5]=[C:4]([Br:8])[N:3]=1.[Li]CCCC.CN([CH:17]=[O:18])C, predict the reaction product. The product is: [Br:8][C:4]1[CH:5]=[CH:6][CH:7]=[C:2]([CH:17]=[O:18])[N:3]=1. (4) Given the reactants Cl[C:2]1[N:6]([CH2:7][CH2:8]O)[C:5]2[C:10]([CH:15]([CH2:18][CH3:19])[CH2:16][CH3:17])=[CH:11][CH:12]=[C:13]([Cl:14])[C:4]=2[N:3]=1.C1(P(C2C=CC=CC=2)C2C=CC=CC=2)C=CC=CC=1.CCOC(/[N:44]=N/C(OCC)=O)=O.C1(=O)NC(=O)C2=CC=CC=C12, predict the reaction product. The product is: [Cl:14][C:13]1[C:4]2[N:3]=[C:2]3[NH:44][CH2:8][CH2:7][N:6]3[C:5]=2[C:10]([CH:15]([CH2:18][CH3:19])[CH2:16][CH3:17])=[CH:11][CH:12]=1.